From a dataset of Cav3 T-type calcium channel HTS with 100,875 compounds. Binary Classification. Given a drug SMILES string, predict its activity (active/inactive) in a high-throughput screening assay against a specified biological target. The compound is O=c1c2c(n(CC)cc1C([O-])=O)nc(cc2)C. The result is 0 (inactive).